Dataset: NCI-60 drug combinations with 297,098 pairs across 59 cell lines. Task: Regression. Given two drug SMILES strings and cell line genomic features, predict the synergy score measuring deviation from expected non-interaction effect. (1) Drug 1: C1CN1P(=S)(N2CC2)N3CC3. Drug 2: C1=CN(C=N1)CC(O)(P(=O)(O)O)P(=O)(O)O. Cell line: SN12C. Synergy scores: CSS=24.7, Synergy_ZIP=-8.45, Synergy_Bliss=-3.77, Synergy_Loewe=-2.31, Synergy_HSA=-1.85. (2) Drug 1: CC1C(C(=O)NC(C(=O)N2CCCC2C(=O)N(CC(=O)N(C(C(=O)O1)C(C)C)C)C)C(C)C)NC(=O)C3=C4C(=C(C=C3)C)OC5=C(C(=O)C(=C(C5=N4)C(=O)NC6C(OC(=O)C(N(C(=O)CN(C(=O)C7CCCN7C(=O)C(NC6=O)C(C)C)C)C)C(C)C)C)N)C. Drug 2: C1=CN(C=N1)CC(O)(P(=O)(O)O)P(=O)(O)O. Cell line: UACC62. Synergy scores: CSS=19.0, Synergy_ZIP=-6.74, Synergy_Bliss=-1.89, Synergy_Loewe=-16.7, Synergy_HSA=-1.14.